This data is from Full USPTO retrosynthesis dataset with 1.9M reactions from patents (1976-2016). The task is: Predict the reactants needed to synthesize the given product. Given the product [Cl:18][C:19]1[CH:24]=[CH:23][C:22]([CH:25]2[CH2:26][CH2:27][N:28]([C:2]3[S:3][C:4]([C:7]4[N:8]=[N:9][N:10]([CH2:12][C:13]([O:15][CH2:16][CH3:17])=[O:14])[N:11]=4)=[CH:5][N:6]=3)[CH2:29][CH2:30]2)=[CH:21][CH:20]=1, predict the reactants needed to synthesize it. The reactants are: Br[C:2]1[S:3][C:4]([C:7]2[N:8]=[N:9][N:10]([CH2:12][C:13]([O:15][CH2:16][CH3:17])=[O:14])[N:11]=2)=[CH:5][N:6]=1.[Cl:18][C:19]1[CH:24]=[CH:23][C:22]([CH:25]2[CH2:30][CH2:29][NH:28][CH2:27][CH2:26]2)=[CH:21][CH:20]=1.CN1C(=O)CCC1.C1CCN2C(=NCCC2)CC1.